This data is from Reaction yield outcomes from USPTO patents with 853,638 reactions. The task is: Predict the reaction yield, written as a fraction of the theoretical maximum amount of product (1.0 means a 100% yield; for example, 0.34 means a 34% yield). The reactants are Cl[C:2]1[C:11]2[C:6](=[CH:7][CH:8]=[CH:9][C:10]=2[O:12][CH:13]2[CH2:18][CH2:17][N:16]([CH3:19])[CH2:15][CH2:14]2)[N:5]=[CH:4][N:3]=1.[Cl:20][C:21]1[CH:34]=[C:33]([NH2:35])[CH:32]=[CH:31][C:22]=1[O:23][CH2:24][C:25]1[O:29][N:28]=[C:27]([CH3:30])[CH:26]=1. The catalyst is CC(O)C. The product is [Cl:20][C:21]1[CH:34]=[C:33]([CH:32]=[CH:31][C:22]=1[O:23][CH2:24][C:25]1[O:29][N:28]=[C:27]([CH3:30])[CH:26]=1)[NH:35][C:2]1[C:11]2[C:6](=[CH:7][CH:8]=[CH:9][C:10]=2[O:12][CH:13]2[CH2:18][CH2:17][N:16]([CH3:19])[CH2:15][CH2:14]2)[N:5]=[CH:4][N:3]=1. The yield is 0.630.